From a dataset of NCI-60 drug combinations with 297,098 pairs across 59 cell lines. Regression. Given two drug SMILES strings and cell line genomic features, predict the synergy score measuring deviation from expected non-interaction effect. (1) Drug 1: C1=CC(=CC=C1CCC2=CNC3=C2C(=O)NC(=N3)N)C(=O)NC(CCC(=O)O)C(=O)O. Drug 2: C1=NC(=NC(=O)N1C2C(C(C(O2)CO)O)O)N. Cell line: SF-295. Synergy scores: CSS=31.2, Synergy_ZIP=0.183, Synergy_Bliss=-0.191, Synergy_Loewe=-4.41, Synergy_HSA=0.773. (2) Drug 1: CC1=C2C(C(=O)C3(C(CC4C(C3C(C(C2(C)C)(CC1OC(=O)C(C(C5=CC=CC=C5)NC(=O)C6=CC=CC=C6)O)O)OC(=O)C7=CC=CC=C7)(CO4)OC(=O)C)O)C)OC(=O)C. Drug 2: C1=CN(C=N1)CC(O)(P(=O)(O)O)P(=O)(O)O. Cell line: HOP-92. Synergy scores: CSS=6.67, Synergy_ZIP=3.18, Synergy_Bliss=-1.53, Synergy_Loewe=-4.91, Synergy_HSA=-1.97. (3) Drug 1: CN1CCC(CC1)COC2=C(C=C3C(=C2)N=CN=C3NC4=C(C=C(C=C4)Br)F)OC. Drug 2: C1CN(P(=O)(OC1)NCCCl)CCCl. Cell line: 786-0. Synergy scores: CSS=-0.620, Synergy_ZIP=-1.97, Synergy_Bliss=1.87, Synergy_Loewe=-6.33, Synergy_HSA=1.26.